From a dataset of Forward reaction prediction with 1.9M reactions from USPTO patents (1976-2016). Predict the product of the given reaction. (1) Given the reactants [OH-].[K+].[CH3:3]I.[NH2:5][C:6]1[NH:11][C:10](=[O:12])[CH:9]=[C:8]([C:13]2[CH:18]=[CH:17][CH:16]=[CH:15][CH:14]=2)[N:7]=1, predict the reaction product. The product is: [NH2:5][C:6]1[N:11]([CH3:3])[C:10](=[O:12])[CH:9]=[C:8]([C:13]2[CH:14]=[CH:15][CH:16]=[CH:17][CH:18]=2)[N:7]=1. (2) Given the reactants Cl.Cl.Cl.[O:4]1[C:8]2=[C:9]([N:13]3[CH2:18][CH2:17][N:16]([CH2:19][CH2:20][C@H:21]4[CH2:26][CH2:25][C@H:24]([NH2:27])[CH2:23][CH2:22]4)[CH2:15][CH2:14]3)[N:10]=[CH:11][CH:12]=[C:7]2[CH2:6][CH2:5]1.[N:28]1([C:34]2[CH:42]=[CH:41][C:37]([C:38](O)=[O:39])=[CH:36][CH:35]=2)[CH2:33][CH2:32][CH2:31][CH2:30][CH2:29]1, predict the reaction product. The product is: [O:4]1[C:8]2=[C:9]([N:13]3[CH2:18][CH2:17][N:16]([CH2:19][CH2:20][C@H:21]4[CH2:26][CH2:25][C@H:24]([NH:27][C:38](=[O:39])[C:37]5[CH:41]=[CH:42][C:34]([N:28]6[CH2:33][CH2:32][CH2:31][CH2:30][CH2:29]6)=[CH:35][CH:36]=5)[CH2:23][CH2:22]4)[CH2:15][CH2:14]3)[N:10]=[CH:11][CH:12]=[C:7]2[CH2:6][CH2:5]1. (3) Given the reactants Cl[C:2]1[CH:11]=[C:10]([CH3:12])[C:9]2[C:4](=[CH:5][CH:6]=[C:7]([CH2:13][CH3:14])[CH:8]=2)[N:3]=1.C(=O)([O-])[O-].[K+].[K+].Cl.[NH2:22][C:23]([NH2:25])=[NH:24].FC(F)(F)C([O-])=O, predict the reaction product. The product is: [CH2:13]([C:7]1[CH:8]=[C:9]2[C:4](=[CH:5][CH:6]=1)[N:3]=[C:2]([NH:24][C:23]([NH2:25])=[NH:22])[CH:11]=[C:10]2[CH3:12])[CH3:14]. (4) Given the reactants [CH2:1]([N:5]1[C:13]2[C:12](=[O:14])[N:11]([CH2:15][CH2:16][C:17]3[CH:22]=[CH:21][CH:20]=[CH:19][CH:18]=3)[C:10](=O)[NH:9][C:8]=2[N:7]=[C:6]1[N:24]1[CH2:29][CH2:28][N:27]([C:30]([O:32][C:33]([CH3:36])([CH3:35])[CH3:34])=[O:31])[CH2:26][CH2:25]1)[C:2]#[C:3][CH3:4].P(Cl)(Cl)([Cl:39])=O, predict the reaction product. The product is: [CH2:1]([N:5]1[C:13]2[C:12](=[O:14])[N:11]([CH2:15][CH2:16][C:17]3[CH:22]=[CH:21][CH:20]=[CH:19][CH:18]=3)[C:10]([Cl:39])=[N:9][C:8]=2[N:7]=[C:6]1[N:24]1[CH2:29][CH2:28][N:27]([C:30]([O:32][C:33]([CH3:36])([CH3:35])[CH3:34])=[O:31])[CH2:26][CH2:25]1)[C:2]#[C:3][CH3:4]. (5) Given the reactants C(OC([N:8]1[CH2:13][CH2:12][N:11]([S:14]([C:17]2[CH:26]=[CH:25][C:24]3[C:19](=[CH:20][CH:21]=[C:22]([Cl:27])[CH:23]=3)[CH:18]=2)(=[O:16])=[O:15])[CH2:10][CH:9]1[CH2:28][C:29]([OH:31])=O)=O)(C)(C)C.[NH:32]1[CH2:37][CH2:36][O:35][CH2:34][CH2:33]1, predict the reaction product. The product is: [ClH:27].[Cl:27][C:22]1[CH:23]=[C:24]2[C:19](=[CH:20][CH:21]=1)[CH:18]=[C:17]([S:14]([N:11]1[CH2:12][CH2:13][NH:8][CH:9]([CH2:28][C:29]([N:32]3[CH2:37][CH2:36][O:35][CH2:34][CH2:33]3)=[O:31])[CH2:10]1)(=[O:16])=[O:15])[CH:26]=[CH:25]2.